This data is from Forward reaction prediction with 1.9M reactions from USPTO patents (1976-2016). The task is: Predict the product of the given reaction. (1) Given the reactants C([O:3][C:4](=[O:13])[C:5]1[CH:10]=[CH:9][C:8]([NH2:11])=[C:7]([NH2:12])[CH:6]=1)C.[Cl:14][C:15]1[CH:20]=[CH:19][CH:18]=[C:17]([Cl:21])[C:16]=1[N:22]=[C:23]=S.C(N(CC)CC)C.CS(Cl)(=O)=O, predict the reaction product. The product is: [Cl:14][C:15]1[CH:20]=[CH:19][CH:18]=[C:17]([Cl:21])[C:16]=1[NH:22][C:23]1[NH:11][C:8]2[CH:9]=[CH:10][C:5]([C:4]([OH:3])=[O:13])=[CH:6][C:7]=2[N:12]=1. (2) Given the reactants [NH2:1][C@@H:2]1[CH2:13][CH:12]=[CH:11][CH2:10][CH2:9][C:8](=[O:14])[O:7][CH2:6][C@@H:5]2[CH2:15][CH2:16][CH2:17][N:4]2[C:3]1=[O:18].C(N(CC)CC)C.[C:26](OC(=O)C)(=[O:28])[CH3:27], predict the reaction product. The product is: [O:14]=[C:8]1[O:7][CH2:6][C@@H:5]2[CH2:15][CH2:16][CH2:17][N:4]2[C:3](=[O:18])[C@H:2]([NH:1][C:26](=[O:28])[CH3:27])[CH2:13][CH:12]=[CH:11][CH2:10][CH2:9]1. (3) Given the reactants [O:1]=[CH:2][C@@H:3]([C@H:5]([C@@H:7]([CH2:9][OH:10])[OH:8])[OH:6])[OH:4], predict the reaction product. The product is: [CH2:2]([OH:1])[C@@H:3]([C@H:5]([C@@H:7]([CH2:9][OH:10])[OH:8])[OH:6])[OH:4]. (4) Given the reactants C([N:14]1[CH2:17][CH:16]([CH:18]([NH:21][C:22](=[O:27])[C:23]([F:26])([F:25])[F:24])[CH2:19][CH3:20])[CH2:15]1)(C1C=CC=CC=1)C1C=CC=CC=1.[ClH:28], predict the reaction product. The product is: [ClH:28].[NH:14]1[CH2:17][CH:16]([CH:18]([NH:21][C:22](=[O:27])[C:23]([F:25])([F:26])[F:24])[CH2:19][CH3:20])[CH2:15]1.